From a dataset of Catalyst prediction with 721,799 reactions and 888 catalyst types from USPTO. Predict which catalyst facilitates the given reaction. (1) Reactant: C[O:2][C:3]1[CH:4]=[CH:5][C:6]2[O:10][C:9]([C:11]([OH:13])=[O:12])=[CH:8][C:7]=2[CH:14]=1.B(Br)(Br)Br.[NH4+].[Cl-]. Product: [OH:2][C:3]1[CH:4]=[CH:5][C:6]2[O:10][C:9]([C:11]([OH:13])=[O:12])=[CH:8][C:7]=2[CH:14]=1. The catalyst class is: 2. (2) Reactant: [NH2:1][C:2]1[C:7]([OH:8])=[CH:6][CH:5]=[CH:4][N:3]=1.[CH3:9][N:10]([CH3:14])[C:11](Cl)=O. Product: [CH3:9][N:10]([CH3:14])[C:11]1[O:8][C:7]2[C:2]([N:1]=1)=[N:3][CH:4]=[CH:5][CH:6]=2. The catalyst class is: 383. (3) Reactant: [C:1]([NH:4][C:5]1[CH:10]=[CH:9][C:8]([C:11]2[C:20]([N:21]([CH3:25])[CH:22]([CH3:24])[CH3:23])=[N:19][C:18]3[C:13](=[CH:14][CH:15]=[C:16]([C:26]([O:28]C)=[O:27])[CH:17]=3)[N:12]=2)=[CH:7][CH:6]=1)(=[O:3])[CH3:2].[OH-].[Na+]. Product: [C:1]([NH:4][C:5]1[CH:6]=[CH:7][C:8]([C:11]2[C:20]([N:21]([CH3:25])[CH:22]([CH3:23])[CH3:24])=[N:19][C:18]3[C:13](=[CH:14][CH:15]=[C:16]([C:26]([OH:28])=[O:27])[CH:17]=3)[N:12]=2)=[CH:9][CH:10]=1)(=[O:3])[CH3:2]. The catalyst class is: 24. (4) Reactant: [N+:1]([C:4]1[CH:22]=[CH:21][C:7]2[N:8]([CH2:16][C:17]([F:20])([F:19])[F:18])[CH:9]([C:12]([F:15])([F:14])[F:13])[CH2:10][O:11][C:6]=2[CH:5]=1)([O-])=O. Product: [NH2:1][C:4]1[CH:22]=[CH:21][C:7]2[N:8]([CH2:16][C:17]([F:20])([F:19])[F:18])[CH:9]([C:12]([F:13])([F:14])[F:15])[CH2:10][O:11][C:6]=2[CH:5]=1. The catalyst class is: 78. (5) Reactant: C(OC(=O)[NH:7][C@H:8]1[CH2:11][C@@H:10]([O:12][CH2:13][C:14]2[CH:19]=[CH:18][CH:17]=[CH:16][CH:15]=2)[CH2:9]1)(C)(C)C.C(O)(C(F)(F)F)=O. Product: [CH2:13]([O:12][C@@H:10]1[CH2:11][C@H:8]([NH2:7])[CH2:9]1)[C:14]1[CH:19]=[CH:18][CH:17]=[CH:16][CH:15]=1. The catalyst class is: 2. (6) Reactant: [H-].[Na+].C(OP([CH2:11][C:12]([O:14][C:15]([CH3:18])([CH3:17])[CH3:16])=[O:13])(OCC)=O)C.[Cl:19][C:20]1[C:27]([N+:28]([O-:30])=[O:29])=[CH:26][CH:25]=[CH:24][C:21]=1[CH:22]=O.O. Product: [Cl:19][C:20]1[C:27]([N+:28]([O-:30])=[O:29])=[CH:26][CH:25]=[CH:24][C:21]=1/[CH:22]=[CH:11]/[C:12]([O:14][C:15]([CH3:16])([CH3:17])[CH3:18])=[O:13]. The catalyst class is: 247.